From a dataset of Full USPTO retrosynthesis dataset with 1.9M reactions from patents (1976-2016). Predict the reactants needed to synthesize the given product. (1) Given the product [CH3:1][CH:2]1[CH2:3][CH:4]([C:9]([O:11][CH2:12][CH3:13])=[O:10])[CH2:5][CH:6]=[C:7]1[O:8][S:29]([C:32]([F:35])([F:34])[F:33])(=[O:31])=[O:30], predict the reactants needed to synthesize it. The reactants are: [CH3:1][CH:2]1[C:7](=[O:8])[CH2:6][CH2:5][CH:4]([C:9]([O:11][CH2:12][CH3:13])=[O:10])[CH2:3]1.[Li+].CC([N-]C(C)C)C.C1(N([S:29]([C:32]([F:35])([F:34])[F:33])(=[O:31])=[O:30])[S:29]([C:32]([F:35])([F:34])[F:33])(=[O:31])=[O:30])C=CC=CC=1.CC(=O)OCC. (2) Given the product [Cl:1][C:2]1[C:3]([NH:23][C:24]2[CH:28]=[C:27]([CH3:29])[NH:26][N:25]=2)=[N:4][C:5]([NH:8][C:9]2[CH:14]=[C:13]([CH3:15])[C:12]([CH:16]3[CH2:17][CH2:18][N:19]([C:38]4[N:43]=[CH:42][C:41]([CH2:44][CH3:45])=[CH:40][N:39]=4)[CH2:20][CH2:21]3)=[CH:11][C:10]=2[F:22])=[N:6][CH:7]=1, predict the reactants needed to synthesize it. The reactants are: [Cl:1][C:2]1[C:3]([NH:23][C:24]2[CH:28]=[C:27]([CH3:29])[NH:26][N:25]=2)=[N:4][C:5]([NH:8][C:9]2[CH:14]=[C:13]([CH3:15])[C:12]([CH:16]3[CH2:21][CH2:20][NH:19][CH2:18][CH2:17]3)=[CH:11][C:10]=2[F:22])=[N:6][CH:7]=1.C(N(CC)CC)C.Cl[C:38]1[N:43]=[CH:42][C:41]([CH2:44][CH3:45])=[CH:40][N:39]=1. (3) Given the product [CH2:12]([O:11][C:3]1[CH:4]=[CH:5][C:6]([N+:8]([O-:10])=[O:9])=[CH:7][C:2]=1[F:1])[C:13]1[CH:18]=[CH:17][CH:16]=[CH:15][CH:14]=1, predict the reactants needed to synthesize it. The reactants are: [F:1][C:2]1[CH:7]=[C:6]([N+:8]([O-:10])=[O:9])[CH:5]=[CH:4][C:3]=1[OH:11].[CH2:12](Br)[C:13]1[CH:18]=[CH:17][CH:16]=[CH:15][CH:14]=1.C(=O)([O-])[O-].[K+].[K+]. (4) Given the product [CH:1]1[C:13]2[CH:12]([CH2:14][O:15][C:16](=[O:47])[NH:17][C@H:18]([C:23](=[O:46])[NH:24][C:25]3[CH:26]=[CH:27][C:28]([CH2:31][N:32]([CH:40]4[CH2:41][CH2:42][CH2:43][CH2:44][CH2:45]4)[C:33]([C:35]4[O:36][CH:37]=[CH:38][CH:39]=4)=[O:34])=[CH:29][CH:30]=3)[CH2:28][CH2:27][CH2:26][CH2:25][NH:24][C:57](=[O:59])[C@@H:56]([NH2:55])[CH2:60][C:61]3[C:69]4[C:64](=[CH:65][CH:66]=[CH:67][CH:68]=4)[NH:63][CH:62]=3)[C:11]3[C:6](=[CH:7][CH:8]=[CH:9][CH:10]=3)[C:5]=2[CH:4]=[CH:3][CH:2]=1, predict the reactants needed to synthesize it. The reactants are: [CH:1]1[C:13]2[CH:12]([CH2:14][O:15][C:16](=[O:47])[NH:17][C@H:18]([C:23](=[O:46])[NH:24][C:25]3[CH:30]=[CH:29][C:28]([CH2:31][N:32]([CH:40]4[CH2:45][CH2:44][CH2:43][CH2:42][CH2:41]4)[C:33]([C:35]4[O:36][CH:37]=[CH:38][CH:39]=4)=[O:34])=[CH:27][CH:26]=3)CCCN)[C:11]3[C:6](=[CH:7][CH:8]=[CH:9][CH:10]=3)[C:5]=2[CH:4]=[CH:3][CH:2]=1.C(OC([NH:55][C@@H:56]([CH2:60][C:61]1[C:69]2[C:64](=[CH:65][CH:66]=[CH:67][CH:68]=2)[NH:63][CH:62]=1)[C:57]([OH:59])=O)=O)(C)(C)C. (5) Given the product [CH3:38][C:37]([CH3:40])([CH3:39])[CH2:36][NH:41][C:33]([C:30]1([C:28]([NH:27][C:3]2[CH:4]=[CH:5][C:6]([O:8][C:9]3[CH:14]=[CH:13][N:12]=[C:11]([NH:15][C:16]([N:18]([CH3:26])[CH:19]4[CH2:20][CH2:21][N:22]([CH3:25])[CH2:23][CH2:24]4)=[O:17])[CH:10]=3)=[CH:7][C:2]=2[F:1])=[O:29])[CH2:32][CH2:31]1)=[O:34], predict the reactants needed to synthesize it. The reactants are: [F:1][C:2]1[CH:7]=[C:6]([O:8][C:9]2[CH:14]=[CH:13][N:12]=[C:11]([NH:15][C:16]([N:18]([CH3:26])[CH:19]3[CH2:24][CH2:23][N:22]([CH3:25])[CH2:21][CH2:20]3)=[O:17])[CH:10]=2)[CH:5]=[CH:4][C:3]=1[NH:27][C:28]([C:30]1([C:33](O)=[O:34])[CH2:32][CH2:31]1)=[O:29].[CH2:36]([NH2:41])[C:37]([CH3:40])([CH3:39])[CH3:38].C(N(CC)CC)C.F[P-](F)(F)(F)(F)F.N1(O[P+](N(C)C)(N(C)C)N(C)C)C2C=CC=CC=2N=N1.